This data is from NCI-60 drug combinations with 297,098 pairs across 59 cell lines. The task is: Regression. Given two drug SMILES strings and cell line genomic features, predict the synergy score measuring deviation from expected non-interaction effect. (1) Drug 1: C1=CN(C=N1)CC(O)(P(=O)(O)O)P(=O)(O)O. Drug 2: CN1C2=C(C=C(C=C2)N(CCCl)CCCl)N=C1CCCC(=O)O.Cl. Cell line: UO-31. Synergy scores: CSS=2.52, Synergy_ZIP=-0.255, Synergy_Bliss=0.132, Synergy_Loewe=-0.0674, Synergy_HSA=0.454. (2) Drug 1: CC(C1=C(C=CC(=C1Cl)F)Cl)OC2=C(N=CC(=C2)C3=CN(N=C3)C4CCNCC4)N. Drug 2: CS(=O)(=O)C1=CC(=C(C=C1)C(=O)NC2=CC(=C(C=C2)Cl)C3=CC=CC=N3)Cl. Cell line: OVCAR3. Synergy scores: CSS=3.16, Synergy_ZIP=0.142, Synergy_Bliss=6.18, Synergy_Loewe=3.14, Synergy_HSA=2.47. (3) Drug 1: C1CCC(C1)C(CC#N)N2C=C(C=N2)C3=C4C=CNC4=NC=N3. Drug 2: C1CN1P(=S)(N2CC2)N3CC3. Cell line: MDA-MB-231. Synergy scores: CSS=17.4, Synergy_ZIP=-4.94, Synergy_Bliss=-3.25, Synergy_Loewe=-2.97, Synergy_HSA=-1.56. (4) Drug 1: CN(CC1=CN=C2C(=N1)C(=NC(=N2)N)N)C3=CC=C(C=C3)C(=O)NC(CCC(=O)O)C(=O)O. Drug 2: C1CN1P(=S)(N2CC2)N3CC3. Cell line: MOLT-4. Synergy scores: CSS=69.6, Synergy_ZIP=3.62, Synergy_Bliss=5.72, Synergy_Loewe=-0.174, Synergy_HSA=5.08. (5) Drug 1: COC1=NC(=NC2=C1N=CN2C3C(C(C(O3)CO)O)O)N. Drug 2: C1CN1C2=NC(=NC(=N2)N3CC3)N4CC4. Cell line: HOP-92. Synergy scores: CSS=26.6, Synergy_ZIP=-6.86, Synergy_Bliss=2.45, Synergy_Loewe=-16.6, Synergy_HSA=0.461.